Dataset: Full USPTO retrosynthesis dataset with 1.9M reactions from patents (1976-2016). Task: Predict the reactants needed to synthesize the given product. (1) Given the product [CH:54]([N:57]1[CH2:62][CH2:61][N:60]([C:49]([C:48]2[CH:52]=[CH:53][C:45]([C:43]3[NH:42][C:38]4=[N:39][CH:40]=[CH:41][C:36]([C:33]5[CH:32]=[CH:31][C:30]([O:29][CH3:28])=[CH:35][CH:34]=5)=[C:37]4[N:44]=3)=[CH:46][CH:47]=2)=[O:50])[CH2:59][CH2:58]1)([CH3:56])[CH3:55], predict the reactants needed to synthesize it. The reactants are: C(N(CC)CC)C.[B-](F)(F)(F)F.CN(C(ON1C(=O)CCC1=O)=[N+](C)C)C.[CH3:28][O:29][C:30]1[CH:35]=[CH:34][C:33]([C:36]2[CH:41]=[CH:40][N:39]=[C:38]3[NH:42][C:43]([C:45]4[CH:53]=[CH:52][C:48]([C:49](O)=[O:50])=[CH:47][CH:46]=4)=[N:44][C:37]=23)=[CH:32][CH:31]=1.[CH:54]([N:57]1[CH2:62][CH2:61][NH:60][CH2:59][CH2:58]1)([CH3:56])[CH3:55]. (2) Given the product [ClH:3].[Cl:3][C:5]([C:8]1[C:16]2[C:11](=[CH:12][CH:13]=[CH:14][CH:15]=2)[N:10]([C:17]2[C:26]3[C:21](=[C:22]([C:27]([F:30])([F:29])[F:28])[CH:23]=[CH:24][CH:25]=3)[N:20]=[CH:19][CH:18]=2)[CH:9]=1)=[O:6], predict the reactants needed to synthesize it. The reactants are: S(Cl)([Cl:3])=O.[C:5]([C:8]1[C:16]2[C:11](=[CH:12][CH:13]=[CH:14][CH:15]=2)[N:10]([C:17]2[C:26]3[C:21](=[C:22]([C:27]([F:30])([F:29])[F:28])[CH:23]=[CH:24][CH:25]=3)[N:20]=[CH:19][CH:18]=2)[CH:9]=1)(O)=[O:6]. (3) Given the product [CH3:1][O:2][C:3](=[O:17])[CH2:4][O:5][C:6]1[CH:11]=[C:10]([CH:12]2[CH2:13][CH2:14]2)[C:9]([O:15][CH2:29][C:26]2[S:27][CH:28]=[C:24]([C:21]3[CH:22]=[CH:23][C:18]([C:31]4[CH:32]=[CH:33][CH:34]=[CH:35][CH:36]=4)=[CH:19][CH:20]=3)[N:25]=2)=[CH:8][C:7]=1[CH3:16], predict the reactants needed to synthesize it. The reactants are: [CH3:1][O:2][C:3](=[O:17])[CH2:4][O:5][C:6]1[CH:11]=[C:10]([CH:12]2[CH2:14][CH2:13]2)[C:9]([OH:15])=[CH:8][C:7]=1[CH3:16].[C:18]1([C:31]2[CH:36]=[CH:35][CH:34]=[CH:33][CH:32]=2)[CH:23]=[CH:22][C:21]([C:24]2[N:25]=[C:26]([CH2:29]Cl)[S:27][CH:28]=2)=[CH:20][CH:19]=1.C([O-])([O-])=O.[Cs+].[Cs+]. (4) Given the product [CH2:1]([O:3][C:4]1([C:6]2[CH:22]=[CH:21][C:9]([O:10][Si:11]([CH:15]([CH3:16])[CH3:17])([CH:12]([CH3:13])[CH3:14])[CH:18]([CH3:19])[CH3:20])=[CH:8][C:7]=2[C:23]([CH3:26])([CH3:25])[CH3:24])[CH2:27][CH2:5]1)[CH3:2], predict the reactants needed to synthesize it. The reactants are: [CH2:1]([O:3][C:4]([C:6]1[CH:22]=[CH:21][C:9]([O:10][Si:11]([CH:18]([CH3:20])[CH3:19])([CH:15]([CH3:17])[CH3:16])[CH:12]([CH3:14])[CH3:13])=[CH:8][C:7]=1[C:23]([CH3:26])([CH3:25])[CH3:24])=[CH2:5])[CH3:2].[CH2:27](I)I. (5) Given the product [Cl:1][C:2]1[CH:21]=[CH:20][C:5]([CH:6]([C:7]2[CH:8]=[CH:9][C:10]([Cl:13])=[CH:11][CH:12]=2)[N:14]2[CH2:15][CH2:16][N:17]([C:32]([C:31]3[CH:35]=[C:36]([F:39])[CH:37]=[CH:38][C:30]=3[F:29])=[O:33])[CH2:18][CH2:19]2)=[CH:4][CH:3]=1, predict the reactants needed to synthesize it. The reactants are: [Cl:1][C:2]1[CH:21]=[CH:20][C:5]([CH:6]([N:14]2[CH2:19][CH2:18][NH:17][CH2:16][CH2:15]2)[C:7]2[CH:12]=[CH:11][C:10]([Cl:13])=[CH:9][CH:8]=2)=[CH:4][CH:3]=1.C(N(CC)CC)C.[F:29][C:30]1[CH:38]=[CH:37][C:36]([F:39])=[CH:35][C:31]=1[C:32](Cl)=[O:33]. (6) Given the product [I:37][CH2:2][CH2:3][O:4][NH:5][C:6](=[O:12])[O:7][C:8]([CH3:11])([CH3:10])[CH3:9], predict the reactants needed to synthesize it. The reactants are: O[CH2:2][CH2:3][O:4][NH:5][C:6](=[O:12])[O:7][C:8]([CH3:11])([CH3:10])[CH3:9].C1(P(C2C=CC=CC=2)C2C=CC=CC=2)C=CC=CC=1.N1C=CN=C1.[I:37]I. (7) The reactants are: [Br:1][CH2:2][C:3](Br)=[O:4].[Cl-].[Al+3].[Cl-].[Cl-].[Cl:10][C:11]1[C:19]2[CH:18]=[CH:17][S:16][C:15]=2[CH:14]=[CH:13][CH:12]=1. Given the product [Br:1][CH2:2][C:3]([C:17]1[S:16][C:15]2[CH:14]=[CH:13][CH:12]=[C:11]([Cl:10])[C:19]=2[CH:18]=1)=[O:4], predict the reactants needed to synthesize it.